From a dataset of Acute oral toxicity (LD50) regression data from Zhu et al.. Regression/Classification. Given a drug SMILES string, predict its toxicity properties. Task type varies by dataset: regression for continuous values (e.g., LD50, hERG inhibition percentage) or binary classification for toxic/non-toxic outcomes (e.g., AMES mutagenicity, cardiotoxicity, hepatotoxicity). Dataset: ld50_zhu. (1) The molecule is O=C(Nc1ccccc1)c1ccccc1I. The rat oral LD50 is 1.70, given as -log10 of the dose in mol/kg body weight (higher means more acutely toxic). (2) The compound is O=C(O)COc1ccc2ccccc2c1. The rat oral LD50 is 2.53, given as -log10 of the dose in mol/kg body weight (higher means more acutely toxic). (3) The molecule is O=C(CCCN1CCC(n2c(=S)[nH]c3ccccc32)CC1)c1ccc(F)cc1. The rat oral LD50 is 3.23, given as -log10 of the dose in mol/kg body weight (higher means more acutely toxic). (4) The compound is COP(=S)(OC)SCSc1ccc(Cl)c(Cl)c1. The rat oral LD50 is 3.20, given as -log10 of the dose in mol/kg body weight (higher means more acutely toxic). (5) The compound is CCCCS(=O)(=O)NC1CCCCC1. The rat oral LD50 is 1.89, given as -log10 of the dose in mol/kg body weight (higher means more acutely toxic).